Predict the product of the given reaction. From a dataset of Forward reaction prediction with 1.9M reactions from USPTO patents (1976-2016). (1) Given the reactants [C:1]1([C:33]2[CH:38]=[CH:37][CH:36]=[CH:35][CH:34]=2)[CH:6]=[CH:5][C:4]([C:7]2[N:11]([CH2:12][CH:13]3[CH2:17][CH2:16][N:15](C(OC(C)(C)C)=O)[CH2:14]3)[C:10]3[CH:25]=[C:26]([C:29]([NH:31][CH3:32])=[O:30])[CH:27]=[CH:28][C:9]=3[N:8]=2)=[CH:3][CH:2]=1.C(O)(C(F)(F)F)=O, predict the reaction product. The product is: [C:1]1([C:33]2[CH:34]=[CH:35][CH:36]=[CH:37][CH:38]=2)[CH:6]=[CH:5][C:4]([C:7]2[N:11]([CH2:12][CH:13]3[CH2:17][CH2:16][NH:15][CH2:14]3)[C:10]3[CH:25]=[C:26]([C:29]([NH:31][CH3:32])=[O:30])[CH:27]=[CH:28][C:9]=3[N:8]=2)=[CH:3][CH:2]=1. (2) Given the reactants [CH:1]([C:3]1[CH:11]=[CH:10][C:6]([C:7]([OH:9])=[O:8])=[CH:5][C:4]=1[OH:12])=O.C(C1C=CC(C(O)=O)=CC=1O)#N.[N+](CC)([O-])=O.[NH2:30][C@@H:31]([C:34]([OH:36])=[O:35])[CH2:32][SH:33], predict the reaction product. The product is: [OH:12][C:4]1[CH:5]=[C:6]([C:7]([OH:9])=[O:8])[CH:10]=[CH:11][C:3]=1[C:1]1[S:33][CH2:32][C@H:31]([C:34]([OH:36])=[O:35])[N:30]=1. (3) Given the reactants [Br:1][C:2]1[CH:3]=[CH:4][C:5]([OH:24])=[C:6]([C:8]2[CH2:12][CH2:11][CH2:10][C:9]=2[C:13]2[N:18]=[C:17]([C:19]([O:21][CH2:22][CH3:23])=[O:20])[CH:16]=[CH:15][CH:14]=2)[CH:7]=1.N(C(OCC)=O)=NC(OCC)=O.[C:37]1(P(C2C=CC=CC=2)C2C=CC=CC=2)[CH:42]=CC=C[CH:38]=1.C(O)C(C)C, predict the reaction product. The product is: [Br:1][C:2]1[CH:3]=[CH:4][C:5]([O:24][CH:37]([CH3:42])[CH3:38])=[C:6]([C:8]2[CH2:12][CH2:11][CH2:10][C:9]=2[C:13]2[N:18]=[C:17]([C:19]([O:21][CH2:22][CH3:23])=[O:20])[CH:16]=[CH:15][CH:14]=2)[CH:7]=1. (4) Given the reactants [Cl:1][C:2]1[CH:7]=[C:6]([C:8]([O:10]C)=[O:9])[CH:5]=[C:4]([Cl:12])[C:3]=1[C:13]([O:15][CH3:16])=[O:14].[OH-].[Na+], predict the reaction product. The product is: [Cl:1][C:2]1[CH:7]=[C:6]([CH:5]=[C:4]([Cl:12])[C:3]=1[C:13]([O:15][CH3:16])=[O:14])[C:8]([OH:10])=[O:9]. (5) Given the reactants Cl.Cl[CH2:3][CH2:4][NH2:5].[CH:6]1([C:9]2[C:13]([O:14][C:15]3[CH:16]=[C:17]([C:23]#[N:24])[CH:18]=[C:19]([CH:22]=3)[C:20]#[N:21])=[C:12]([CH:25]3[CH2:27][CH2:26]3)[NH:11][N:10]=2)[CH2:8][CH2:7]1, predict the reaction product. The product is: [NH3:5].[NH2:5][CH2:4][CH2:3][N:10]1[C:9]([CH:6]2[CH2:8][CH2:7]2)=[C:13]([O:14][C:15]2[CH:22]=[C:19]([C:20]#[N:21])[CH:18]=[C:17]([CH:16]=2)[C:23]#[N:24])[C:12]([CH:25]2[CH2:27][CH2:26]2)=[N:11]1. (6) Given the reactants [NH2:1][C:2]1[CH:11]=[CH:10][C:5]([C:6]([O:8][CH3:9])=[O:7])=[CH:4][CH:3]=1.[C:12]([NH:19][CH2:20][C:21](O)=[O:22])([O:14][C:15]([CH3:18])([CH3:17])[CH3:16])=[O:13].F[P-](F)(F)(F)(F)F.N1(O[P+](N(C)C)(N(C)C)N(C)C)C2C=CC=CC=2N=N1.CCN(C(C)C)C(C)C, predict the reaction product. The product is: [CH3:9][O:8][C:6](=[O:7])[C:5]1[CH:4]=[CH:3][C:2]([NH:1][C:21](=[O:22])[CH2:20][NH:19][C:12]([O:14][C:15]([CH3:17])([CH3:16])[CH3:18])=[O:13])=[CH:11][CH:10]=1.